Dataset: NCI-60 drug combinations with 297,098 pairs across 59 cell lines. Task: Regression. Given two drug SMILES strings and cell line genomic features, predict the synergy score measuring deviation from expected non-interaction effect. (1) Drug 1: C1CN1P(=S)(N2CC2)N3CC3. Drug 2: C1=NC2=C(N=C(N=C2N1C3C(C(C(O3)CO)O)O)F)N. Cell line: A549. Synergy scores: CSS=29.7, Synergy_ZIP=-0.901, Synergy_Bliss=3.95, Synergy_Loewe=-7.05, Synergy_HSA=2.02. (2) Drug 1: CCCS(=O)(=O)NC1=C(C(=C(C=C1)F)C(=O)C2=CNC3=C2C=C(C=N3)C4=CC=C(C=C4)Cl)F. Drug 2: CC=C1C(=O)NC(C(=O)OC2CC(=O)NC(C(=O)NC(CSSCCC=C2)C(=O)N1)C(C)C)C(C)C. Cell line: UACC62. Synergy scores: CSS=67.7, Synergy_ZIP=-5.01, Synergy_Bliss=-9.24, Synergy_Loewe=-9.09, Synergy_HSA=-6.60. (3) Drug 1: C1=CC=C(C=C1)NC(=O)CCCCCCC(=O)NO. Drug 2: COC1=C2C(=CC3=C1OC=C3)C=CC(=O)O2. Cell line: MALME-3M. Synergy scores: CSS=12.2, Synergy_ZIP=-1.17, Synergy_Bliss=3.67, Synergy_Loewe=-6.05, Synergy_HSA=-1.37. (4) Drug 1: C1CCC(C1)C(CC#N)N2C=C(C=N2)C3=C4C=CNC4=NC=N3. Drug 2: C1=NC2=C(N=C(N=C2N1C3C(C(C(O3)CO)O)F)Cl)N. Cell line: OVCAR3. Synergy scores: CSS=30.8, Synergy_ZIP=-3.39, Synergy_Bliss=3.31, Synergy_Loewe=-24.2, Synergy_HSA=-0.0743.